Predict the reaction yield, written as a fraction of the theoretical maximum amount of product (1.0 means a 100% yield; for example, 0.34 means a 34% yield). From a dataset of Reaction yield outcomes from USPTO patents with 853,638 reactions. The reactants are O[CH2:2][C:3]1[CH:4]=[C:5]2[C:9](=[CH:10][C:11]=1[F:12])[N:8]([C:13]([O:15][C:16]([CH3:19])([CH3:18])[CH3:17])=[O:14])[N:7]=[CH:6]2.C(Cl)[Cl:21].N1C=CC=CC=1.CS(Cl)(=O)=O. No catalyst specified. The product is [Cl:21][CH2:2][C:3]1[CH:4]=[C:5]2[C:9](=[CH:10][C:11]=1[F:12])[N:8]([C:13]([O:15][C:16]([CH3:19])([CH3:18])[CH3:17])=[O:14])[N:7]=[CH:6]2. The yield is 0.590.